Dataset: Reaction yield outcomes from USPTO patents with 853,638 reactions. Task: Predict the reaction yield, written as a fraction of the theoretical maximum amount of product (1.0 means a 100% yield; for example, 0.34 means a 34% yield). (1) The reactants are [CH3:1][NH:2][N:3]=[CH:4][C:5](=[O:7])[CH3:6].[CH:8]([C:11]1[CH:16]=[CH:15][C:14]([C:17](=O)[CH:18]=[O:19])=[CH:13][CH:12]=1)([CH3:10])[CH3:9].CCCCCC.C(OCC)(=O)C. The catalyst is C(O)(=O)C. The product is [CH:8]([C:11]1[CH:16]=[CH:15][C:14]([C:17]2[N:2]([CH3:1])[N:3]=[C:4]([C:5](=[O:7])[CH3:6])[C:18]=2[OH:19])=[CH:13][CH:12]=1)([CH3:10])[CH3:9]. The yield is 0.0400. (2) The reactants are [CH3:1][C:2]1[O:6][N:5]=[C:4]([C:7]2[CH:12]=[CH:11][CH:10]=[CH:9][CH:8]=2)[C:3]=1[CH2:13][O:14][C:15]1[CH:23]=[CH:22][C:18]([C:19]([OH:21])=O)=[CH:17][N:16]=1.[NH2:24][C@H:25]([CH2:29][OH:30])[CH:26]([CH3:28])[CH3:27]. No catalyst specified. The product is [OH:30][CH2:29][C@@H:25]([NH:24][C:19](=[O:21])[C:18]1[CH:22]=[CH:23][C:15]([O:14][CH2:13][C:3]2[C:4]([C:7]3[CH:8]=[CH:9][CH:10]=[CH:11][CH:12]=3)=[N:5][O:6][C:2]=2[CH3:1])=[N:16][CH:17]=1)[CH:26]([CH3:28])[CH3:27]. The yield is 0.860. (3) The reactants are [CH3:1][C:2]1[CH:9]=[CH:8][C:5]([CH:6]=O)=[CH:4][N:3]=1.[C:10](Br)(Br)([Br:12])[Br:11].C1(P(C2C=CC=CC=2)C2C=CC=CC=2)C=CC=CC=1. The catalyst is C(Cl)Cl. The product is [Br:11][C:10]([Br:12])=[CH:6][C:5]1[CH:8]=[CH:9][C:2]([CH3:1])=[N:3][CH:4]=1. The yield is 0.700. (4) The reactants are [CH3:1][N:2]([CH3:14])[CH2:3][CH2:4][NH:5][C:6]1[CH:13]=[CH:12][C:9]([CH:10]=[O:11])=[CH:8][CH:7]=1.Cl[C:16]([O:18][CH2:19][CH2:20][O:21][CH3:22])=[O:17].N1C=CC=CC=1.C(=O)([O-])O.[Na+]. The catalyst is C(Cl)Cl.C(Cl)(Cl)Cl. The product is [CH3:22][O:21][CH2:20][CH2:19][O:18][C:16]([N:5]([C:6]1[CH:13]=[CH:12][C:9]([CH:10]=[O:11])=[CH:8][CH:7]=1)[CH2:4][CH2:3][N:2]([CH3:14])[CH3:1])=[O:17]. The yield is 0.630. (5) The reactants are [S:1](Cl)([C:4]1[CH:10]=[CH:9][C:7]([CH3:8])=[CH:6][CH:5]=1)(=[O:3])=[O:2].[OH:12][CH:13]([CH2:16][N:17]=[N+:18]=[N-:19])[CH2:14]O.C(N(CC)CC)C. The catalyst is C(Cl)Cl.O. The product is [OH:12][CH:13]([CH2:16][N:17]=[N+:18]=[N-:19])[CH3:14].[S:1]([C:4]1[CH:10]=[CH:9][C:7]([CH3:8])=[CH:6][CH:5]=1)([O-:12])(=[O:3])=[O:2]. The yield is 0.440. (6) The reactants are [CH2:1]([N:3]1[CH2:8][CH2:7][CH:6]([O:9][C:10]2[C:15]3[C:16]4[CH:22]=[C:21]([C:23]([CH3:25])=[CH2:24])[CH:20]=[N:19][C:17]=4[NH:18][C:14]=3[CH:13]=[N:12][C:11]=2[C:26]#[N:27])[CH2:5][CH2:4]1)[CH3:2]. The catalyst is [Pd].C(N(CC)CC)C. The product is [CH2:1]([N:3]1[CH2:4][CH2:5][CH:6]([O:9][C:10]2[C:15]3[C:16]4[CH:22]=[C:21]([CH:23]([CH3:24])[CH3:25])[CH:20]=[N:19][C:17]=4[NH:18][C:14]=3[CH:13]=[N:12][C:11]=2[C:26]#[N:27])[CH2:7][CH2:8]1)[CH3:2]. The yield is 0.270. (7) The product is [N:9](=[CH:2][C:3]([NH:19][C:16]1[CH:17]=[CH:18][C:13]([O:12][CH3:11])=[CH:14][CH:15]=1)=[O:5])[OH:10]. The catalyst is O.S([O-])([O-])(=O)=O.[Na+].[Na+]. The yield is 0.850. The reactants are Cl[C:2](Cl)(Cl)[CH:3]([OH:5])O.Cl.[NH2:9][OH:10].[CH3:11][O:12][C:13]1[CH:18]=[CH:17][C:16]([NH2:19])=[CH:15][CH:14]=1.Cl. (8) The reactants are [CH3:1][N:2]1[CH:7]2[CH2:8][CH2:9][CH2:10][CH:3]1[CH2:4][C:5](N1CCCC1)=[CH:6]2.[CH3:16][O:17][C:18]1[CH:27]=[CH:26][C:21]([CH2:22][N:23]=[N+:24]=[N-:25])=[CH:20][CH:19]=1. No catalyst specified. The product is [CH3:1][N:2]1[CH:7]2[CH2:8][CH2:9][CH2:10][CH:3]1[C:4]1[N:25]=[N:24][N:23]([CH2:22][C:21]3[CH:20]=[CH:19][C:18]([O:17][CH3:16])=[CH:27][CH:26]=3)[C:5]=1[CH2:6]2. The yield is 0.570. (9) The reactants are [C:1]1(B(O)O)[C:10]2[C:5](=[CH:6][CH:7]=[CH:8][CH:9]=2)[CH:4]=[CH:3][CH:2]=1.[Br:14][C:15]1[CH:20]=[CH:19][C:18](I)=[CH:17][CH:16]=1.C(=O)([O-])[O-].[Na+].[Na+]. The catalyst is C1C=CC([P]([Pd]([P](C2C=CC=CC=2)(C2C=CC=CC=2)C2C=CC=CC=2)([P](C2C=CC=CC=2)(C2C=CC=CC=2)C2C=CC=CC=2)[P](C2C=CC=CC=2)(C2C=CC=CC=2)C2C=CC=CC=2)(C2C=CC=CC=2)C2C=CC=CC=2)=CC=1.C1(C)C=CC=CC=1. The product is [Br:14][C:15]1[CH:20]=[CH:19][C:18]([C:1]2[C:10]3[C:5](=[CH:6][CH:7]=[CH:8][CH:9]=3)[CH:4]=[CH:3][CH:2]=2)=[CH:17][CH:16]=1. The yield is 0.810.